From a dataset of Forward reaction prediction with 1.9M reactions from USPTO patents (1976-2016). Predict the product of the given reaction. (1) Given the reactants [CH3:1][O:2][C:3](=[O:16])[CH:4]=[CH:5][C:6]1[CH:11]=[CH:10][CH:9]=[C:8]([S:12](Cl)(=[O:14])=[O:13])[CH:7]=1.[CH3:17][O:18][C:19]1[C:20]([NH2:25])=[CH:21][CH:22]=[CH:23][CH:24]=1.C([O-])(O)=O.[Na+], predict the reaction product. The product is: [CH3:1][O:2][C:3](=[O:16])[CH:4]=[CH:5][C:6]1[CH:11]=[CH:10][CH:9]=[C:8]([S:12](=[O:14])(=[O:13])[NH:25][C:20]2[CH:21]=[CH:22][CH:23]=[CH:24][C:19]=2[O:18][CH3:17])[CH:7]=1. (2) Given the reactants O[CH2:2][CH2:3][O:4][CH2:5][CH2:6][C:7]([O:9][CH2:10][CH3:11])=[O:8].C1(P(C2C=CC=CC=2)C2C=CC=CC=2)C=CC=CC=1.C(Br)(Br)(Br)[Br:32], predict the reaction product. The product is: [Br:32][CH2:2][CH2:3][O:4][CH2:5][CH2:6][C:7]([O:9][CH2:10][CH3:11])=[O:8]. (3) Given the reactants Br[C:2]1[CH:14]=[CH:13][C:5]([O:6][C@@H]2CCC[C@H]2O)=[CH:4][C:3]=1F.[Br:16][C:17]1[N:22]=[CH:21][C:20]([OH:23])=[CH:19][CH:18]=1.C12OC1CCCC2, predict the reaction product. The product is: [Br:16][C:17]1[N:22]=[CH:21][C:20]([O:23][C@@H:4]2[CH2:3][CH2:2][CH2:14][CH2:13][C@H:5]2[OH:6])=[CH:19][CH:18]=1. (4) Given the reactants [CH2:1]([O:8][CH2:9][N:10]1[C:15](=[O:16])[C:14]([Br:17])=[N:13][N:12]([CH2:18][C:19](F)(F)C2C=CC=CC=2)[C:11]1=[O:28])[C:2]1[CH:7]=[CH:6][CH:5]=[CH:4][CH:3]=1.[O:29]1[CH2:34][CH2:33][N:32](CCO)[CH2:31][CH2:30]1, predict the reaction product. The product is: [CH2:1]([O:8][CH2:9][N:10]1[C:15](=[O:16])[C:14]([Br:17])=[N:13][N:12]([CH2:18][CH2:19][N:32]2[CH2:33][CH2:34][O:29][CH2:30][CH2:31]2)[C:11]1=[O:28])[C:2]1[CH:3]=[CH:4][CH:5]=[CH:6][CH:7]=1. (5) Given the reactants [N:1]([C@H:4]1[CH2:7][C@H:6]([CH2:8][NH:9][C:10](=[O:16])[O:11][C:12]([CH3:15])([CH3:14])[CH3:13])[CH2:5]1)=[N+]=[N-].[H][H].N.CCOC(C)=O, predict the reaction product. The product is: [NH2:1][C@H:4]1[CH2:7][C@H:6]([CH2:8][NH:9][C:10](=[O:16])[O:11][C:12]([CH3:14])([CH3:13])[CH3:15])[CH2:5]1.